From a dataset of Antibody paratope prediction from SAbDab with 1,023 antibody chains. Token-level Classification. Given an antibody amino acid sequence, predict which amino acid positions are active in antigen binding. Output is a list of indices for active paratope positions. Given the antibody sequence: QVQMQQPGAELVKPGASVKLSCKASGYTFISYWMHWVKQRPGRGLEWIGRIAPDTGIIYYNEKFKNKATLTVDTPSSTAYMQLNSLTSEDSAVYYCARYLKYDGSTYRFDYWGQGTTLTVSS, which amino acid positions are active in antigen binding (paratope)? The paratope positions are: [52, 83, 84, 85, 104, 105, 106, 107, 108].